Dataset: Forward reaction prediction with 1.9M reactions from USPTO patents (1976-2016). Task: Predict the product of the given reaction. (1) Given the reactants [CH2:1]([C:13]1[CH:18]=[CH:17][C:16]([S:19](Cl)(=[O:21])=[O:20])=[CH:15][CH:14]=1)[CH2:2][CH2:3][CH2:4][CH2:5][CH2:6][CH2:7][CH2:8][CH2:9][CH2:10][CH2:11][CH3:12].[NH2:23][C:24]1[S:28][C:27]([C:29]([O:31][CH2:32][CH3:33])=[O:30])=[N:26][N:25]=1.Cl, predict the reaction product. The product is: [CH2:1]([C:13]1[CH:18]=[CH:17][C:16]([S:19]([NH:23][C:24]2[S:28][C:27]([C:29]([O:31][CH2:32][CH3:33])=[O:30])=[N:26][N:25]=2)(=[O:21])=[O:20])=[CH:15][CH:14]=1)[CH2:2][CH2:3][CH2:4][CH2:5][CH2:6][CH2:7][CH2:8][CH2:9][CH2:10][CH2:11][CH3:12]. (2) Given the reactants C(OC(C1(NC(OC(C)(C)C)=O)CC(O)C2C1C2C(OCC)=O)=O)C.ClC1C=CC(N=C=O)=CC=1.C([O:38][C:39]([C:41]1([NH:63]C(OC(C)(C)C)=O)[CH2:46][CH:45]([O:47][C:48](=[O:57])[NH:49][C:50]2[CH:55]=[CH:54][C:53]([Cl:56])=[CH:52][CH:51]=2)[CH:44]2[CH:42]1[CH:43]2[C:58]([O:60]CC)=[O:59])=[O:40])C, predict the reaction product. The product is: [NH2:63][C:41]1([C:39]([OH:40])=[O:38])[CH2:46][CH:45]([O:47][C:48](=[O:57])[NH:49][C:50]2[CH:51]=[CH:52][C:53]([Cl:56])=[CH:54][CH:55]=2)[CH:44]2[CH:42]1[CH:43]2[C:58]([OH:60])=[O:59]. (3) The product is: [Cl:1][C:2]1[C:10]2[C:5](=[CH:6][CH:7]=[C:8]([C:11]3[N:15]=[C:14]([C:16]4[CH:21]=[CH:20][C:19]([O:22][CH:37]([CH3:39])[CH3:38])=[C:18]([Cl:23])[CH:17]=4)[O:13][N:12]=3)[CH:9]=2)[N:4]([CH2:24][CH2:25][C:26]([O:28][CH2:29][CH3:30])=[O:27])[CH:3]=1. Given the reactants [Cl:1][C:2]1[C:10]2[C:5](=[CH:6][CH:7]=[C:8]([C:11]3[N:15]=[C:14]([C:16]4[CH:21]=[CH:20][C:19]([OH:22])=[C:18]([Cl:23])[CH:17]=4)[O:13][N:12]=3)[CH:9]=2)[N:4]([CH2:24][CH2:25][C:26]([O:28][CH2:29][CH3:30])=[O:27])[CH:3]=1.C([O-])([O-])=O.[K+].[K+].[CH:37](I)([CH3:39])[CH3:38].CCOC(C)=O, predict the reaction product. (4) The product is: [Br:1][C:2]1[CH:7]=[C:6]2[C:5]([C:8]([C:18]3[N:22]([CH3:23])[N:21]=[C:20]([CH3:24])[CH:19]=3)=[N:9][NH:10]2)=[CH:4][CH:3]=1. Given the reactants [Br:1][C:2]1[CH:7]=[CH:6][C:5]([C:8]([C:18]2[N:22]([CH3:23])[N:21]=[C:20]([CH3:24])[CH:19]=2)=[N:9][NH:10]C(OC(C)(C)C)=O)=[C:4](F)[CH:3]=1.N12CCCN=C1CCCCC2, predict the reaction product. (5) Given the reactants [C:1]1(NCCO)[CH:6]=[CH:5][CH:4]=[CH:3][CH:2]=1.Br[CH2:12][C:13]([O:15][C:16]([CH3:19])([CH3:18])[CH3:17])=[O:14].[CH2:20]([N:22](CC)CC)[CH3:21].[O:27]1CCCC1, predict the reaction product. The product is: [OH:27][CH2:21][CH:20]([NH:22][CH2:12][C:13]([O:15][C:16]([CH3:19])([CH3:18])[CH3:17])=[O:14])[C:1]1[CH:2]=[CH:3][CH:4]=[CH:5][CH:6]=1. (6) Given the reactants [NH:1]([C:6]([O:8][C:9]([CH3:12])([CH3:11])[CH3:10])=[O:7])[CH2:2][C:3]([OH:5])=[O:4].C1CCC(N=C=NC2CCCCC2)CC1.[C:28]([O:32][C:33]1[C:42]2[C:37](=[CH:38][CH:39]=[CH:40][CH:41]=2)[C:36](O)=[C:35]([CH3:44])[C:34]=1[CH2:45]/[CH:46]=[C:47](\[CH3:79])/[CH2:48][CH2:49]/[CH:50]=[C:51](\[CH3:78])/[CH2:52][CH2:53]/[CH:54]=[C:55](\[CH3:77])/[CH2:56][CH2:57]/[CH:58]=[C:59](\[CH3:76])/[CH2:60][CH2:61]/[CH:62]=[C:63](\[CH3:75])/[CH2:64][CH2:65]/[CH:66]=[C:67](\[CH3:74])/[CH2:68][CH2:69][CH:70]=[C:71]([CH3:73])[CH3:72])(=[O:31])[CH2:29][CH3:30], predict the reaction product. The product is: [C:28]([O:32][C:33]1[C:42]2[C:37](=[CH:38][CH:39]=[CH:40][CH:41]=2)[C:36]([O:4][C:3](=[O:5])[CH2:2][NH:1][C:6]([O:8][C:9]([CH3:12])([CH3:11])[CH3:10])=[O:7])=[C:35]([CH3:44])[C:34]=1[CH2:45]/[CH:46]=[C:47](\[CH3:79])/[CH2:48][CH2:49]/[CH:50]=[C:51](\[CH3:78])/[CH2:52][CH2:53]/[CH:54]=[C:55](\[CH3:77])/[CH2:56][CH2:57]/[CH:58]=[C:59](\[CH3:76])/[CH2:60][CH2:61]/[CH:62]=[C:63](\[CH3:75])/[CH2:64][CH2:65]/[CH:66]=[C:67](\[CH3:74])/[CH2:68][CH2:69][CH:70]=[C:71]([CH3:73])[CH3:72])(=[O:31])[CH2:29][CH3:30]. (7) Given the reactants Br[C:2]1[CH:7]=[CH:6][C:5]([CH2:8][CH2:9][O:10][CH2:11][O:12][CH3:13])=[CH:4][CH:3]=1.C([Li])CCC.CCCCCC.[CH2:25]([O:32][C:33]1[C:40]([Br:41])=[CH:39][C:36]([CH:37]=[O:38])=[C:35]([CH3:42])[CH:34]=1)[C:26]1[CH:31]=[CH:30][CH:29]=[CH:28][CH:27]=1.[Cl-].[NH4+], predict the reaction product. The product is: [CH2:25]([O:32][C:33]1[C:40]([Br:41])=[CH:39][C:36]([CH:37]([C:2]2[CH:7]=[CH:6][C:5]([CH2:8][CH2:9][O:10][CH2:11][O:12][CH3:13])=[CH:4][CH:3]=2)[OH:38])=[C:35]([CH3:42])[CH:34]=1)[C:26]1[CH:27]=[CH:28][CH:29]=[CH:30][CH:31]=1. (8) Given the reactants [C:1]1([OH:7])[CH:6]=[CH:5][CH:4]=[CH:3][CH:2]=1.Br[CH2:9][CH2:10][CH2:11][CH2:12][CH2:13][CH2:14][CH2:15][OH:16], predict the reaction product. The product is: [C:1]1([O:7][CH2:9][CH2:10][CH2:11][CH2:12][CH2:13][CH2:14][CH2:15][OH:16])[CH:6]=[CH:5][CH:4]=[CH:3][CH:2]=1.